This data is from Reaction yield outcomes from USPTO patents with 853,638 reactions. The task is: Predict the reaction yield, written as a fraction of the theoretical maximum amount of product (1.0 means a 100% yield; for example, 0.34 means a 34% yield). (1) The reactants are [Br:1][C:2]1[CH:3]=[C:4]2[C:10]([C:11]3[CH:16]=[CH:15][CH:14]=[CH:13][C:12]=3[O:17][CH3:18])=[N:9][N:8](COCC[Si](C)(C)C)[C:5]2=[N:6][CH:7]=1.[F-].C([N+](CCCC)(CCCC)CCCC)CCC.C(O)(=O)C. The catalyst is C1COCC1.CO. The product is [Br:1][C:2]1[CH:3]=[C:4]2[C:10]([C:11]3[CH:16]=[CH:15][CH:14]=[CH:13][C:12]=3[O:17][CH3:18])=[N:9][NH:8][C:5]2=[N:6][CH:7]=1. The yield is 0.970. (2) The reactants are [O:1]1[C:5]([C:6]2[CH:14]=[CH:13][C:9]([C:10](O)=[O:11])=[CH:8][CH:7]=2)=[CH:4][N:3]=[CH:2]1.CC[N:17](CC)CC.[NH4+].[OH-]. The product is [O:1]1[C:5]([C:6]2[CH:14]=[CH:13][C:9]([C:10]([NH2:17])=[O:11])=[CH:8][CH:7]=2)=[CH:4][N:3]=[CH:2]1. The catalyst is C1COCC1. The yield is 0.480. (3) The reactants are [CH2:1]([O:8][C:9]1[CH:23]=[C:22]([CH2:24][CH3:25])[CH:21]=[CH:20][C:10]=1[O:11][C:12]1[CH:18]=[CH:17][C:15]([NH2:16])=[CH:14][C:13]=1[F:19])[C:2]1[CH:7]=[CH:6][CH:5]=[CH:4][CH:3]=1.C([O-])([O-])=O.[K+].[K+].Br[CH2:33][CH2:34][CH2:35][OH:36]. The catalyst is CN(C=O)C. The product is [CH2:1]([O:8][C:9]1[CH:23]=[C:22]([CH2:24][CH3:25])[CH:21]=[CH:20][C:10]=1[O:11][C:12]1[CH:18]=[CH:17][C:15]([NH:16][CH2:33][CH2:34][CH2:35][OH:36])=[CH:14][C:13]=1[F:19])[C:2]1[CH:3]=[CH:4][CH:5]=[CH:6][CH:7]=1. The yield is 0.426. (4) The reactants are CO[C:3]([C:5]1[CH:10]=[N:9][C:8]([O:11][CH2:12][C:13]2[C:14]([C:18]3[CH:23]=[CH:22][C:21]([F:24])=[CH:20][CH:19]=3)=[N:15][O:16][CH:17]=2)=[CH:7][N:6]=1)=[O:4].[CH:25]([NH2:28])([CH3:27])[CH3:26]. No catalyst specified. The product is [CH:25]([NH:28][C:3]([C:5]1[CH:10]=[N:9][C:8]([O:11][CH2:12][C:13]2[C:14]([C:18]3[CH:19]=[CH:20][C:21]([F:24])=[CH:22][CH:23]=3)=[N:15][O:16][CH:17]=2)=[CH:7][N:6]=1)=[O:4])([CH3:27])[CH3:26]. The yield is 0.750.